This data is from Reaction yield outcomes from USPTO patents with 853,638 reactions. The task is: Predict the reaction yield, written as a fraction of the theoretical maximum amount of product (1.0 means a 100% yield; for example, 0.34 means a 34% yield). (1) The reactants are Br[C:2]1[CH:3]=[CH:4][C:5]2[O:11][CH2:10][CH2:9][N:8]([C:12]3[C:21]4[C:16](=[CH:17][CH:18]=[CH:19][CH:20]=4)[N:15]=[CH:14][CH:13]=3)[CH2:7][C:6]=2[CH:22]=1.CC1(C)C(C)(C)OB([C:31]2[CH:32]=[C:33]3[C:37](=[CH:38][CH:39]=2)[N:36]([CH3:40])[N:35]=[CH:34]3)O1.C(=O)([O-])[O-].[K+].[K+]. The catalyst is C(COC)OC.O.C1C=CC(P(C2C=CC=CC=2)[C-]2C=CC=C2)=CC=1.C1C=CC(P(C2C=CC=CC=2)[C-]2C=CC=C2)=CC=1.Cl[Pd]Cl.[Fe+2]. The product is [CH3:40][N:36]1[C:37]2[C:33](=[CH:32][C:31]([C:2]3[CH:3]=[CH:4][C:5]4[O:11][CH2:10][CH2:9][N:8]([C:12]5[C:21]6[C:16](=[CH:17][CH:18]=[CH:19][CH:20]=6)[N:15]=[CH:14][CH:13]=5)[CH2:7][C:6]=4[CH:22]=3)=[CH:39][CH:38]=2)[CH:34]=[N:35]1. The yield is 0.100. (2) The reactants are [S:1]1[CH:5]=[CH:4][C:3]([CH2:6][CH2:7][CH:8](C(O)=O)[C:9]([OH:11])=[O:10])=[CH:2]1.[OH-].[NH4+]. The catalyst is COCCOCCOC. The product is [S:1]1[CH:5]=[CH:4][C:3]([CH2:6][CH2:7][CH2:8][C:9]([OH:11])=[O:10])=[CH:2]1. The yield is 0.950. (3) The reactants are [Br:1][C:2]1[CH:7]=[CH:6][C:5]([NH:8]C(=O)C)=[C:4]([CH3:12])[C:3]=1[Cl:13].Cl.NC1C2CCCCC=2C(C#N)=CC=1. No catalyst specified. The product is [Br:1][C:2]1[CH:7]=[CH:6][C:5]([NH2:8])=[C:4]([CH3:12])[C:3]=1[Cl:13]. The yield is 0.830. (4) The reactants are Cl.Cl[C:3]1[N:12]=[C:11]([N:13]([C:15]2[CH:20]=[CH:19][C:18]([O:21][CH3:22])=[CH:17][CH:16]=2)[CH3:14])[C:10]2[C:5](=[CH:6][CH:7]=[CH:8][CH:9]=2)[N:4]=1.CC(C)([O-])C.[K+].C1OCCOCCOCCOCCOCCOC1.[CH3:47][N:48]([CH3:52])[CH2:49][CH2:50][OH:51]. No catalyst specified. The product is [CH3:47][N:48]([CH3:52])[CH2:49][CH2:50][O:51][C:3]1[N:12]=[C:11]([N:13]([C:15]2[CH:20]=[CH:19][C:18]([O:21][CH3:22])=[CH:17][CH:16]=2)[CH3:14])[C:10]2[C:5](=[CH:6][CH:7]=[CH:8][CH:9]=2)[N:4]=1. The yield is 0.520. (5) The reactants are [CH3:1][C:2]1[CH:6]=[C:5]([C:7]2[CH:8]=[CH:9][C:10]3[N:11]([C:13]([CH2:16][NH2:17])=[N:14][N:15]=3)[N:12]=2)[S:4][N:3]=1.Cl[C:19]1[CH:20]=[CH:21][N:22]=[C:23]2[C:28]=1[N:27]=[CH:26][C:25]([O:29][CH3:30])=[CH:24]2.CC(O)CC.N. The catalyst is CO. The product is [CH3:30][O:29][C:25]1[CH:24]=[C:23]2[C:28]([C:19]([NH:17][CH2:16][C:13]3[N:11]4[N:12]=[C:7]([C:5]5[S:4][N:3]=[C:2]([CH3:1])[CH:6]=5)[CH:8]=[CH:9][C:10]4=[N:15][N:14]=3)=[CH:20][CH:21]=[N:22]2)=[N:27][CH:26]=1. The yield is 0.800.